Dataset: Full USPTO retrosynthesis dataset with 1.9M reactions from patents (1976-2016). Task: Predict the reactants needed to synthesize the given product. (1) Given the product [C:50]1([S:47]([CH2:46][CH2:45][S:44][C:38]2[N:37]=[CH:36][C:35]([CH3:34])=[CH:43][C:39]=2[C:40]([NH:62][CH2:61][C:57]2[S:56][CH:60]=[CH:59][CH:58]=2)=[O:42])(=[O:49])=[O:48])[CH:55]=[CH:54][CH:53]=[CH:52][CH:51]=1, predict the reactants needed to synthesize it. The reactants are: CN(C(ON1N=NC2C=CC=NC1=2)=[N+](C)C)C.F[P-](F)(F)(F)(F)F.CCN(C(C)C)C(C)C.[CH3:34][C:35]1[CH:36]=[N:37][C:38]([S:44][CH2:45][CH2:46][S:47]([C:50]2[CH:55]=[CH:54][CH:53]=[CH:52][CH:51]=2)(=[O:49])=[O:48])=[C:39]([CH:43]=1)[C:40]([OH:42])=O.[S:56]1[CH:60]=[CH:59][CH:58]=[C:57]1[CH2:61][NH2:62]. (2) Given the product [CH2:9]1[C:10]2[C:5](=[CH:4][CH:3]=[C:2]([NH2:1])[CH:11]=2)[C:6]2([CH2:20][CH2:19]2)[CH2:7][NH:8]1.[F:21][C:22]([F:27])([F:26])[C:23]([OH:25])=[O:24], predict the reactants needed to synthesize it. The reactants are: [NH2:1][C:2]1[CH:11]=[C:10]2[C:5]([C:6]3([CH2:20][CH2:19]3)[CH2:7][N:8](C(OC(C)(C)C)=O)[CH2:9]2)=[CH:4][CH:3]=1.[F:21][C:22]([F:27])([F:26])[C:23]([OH:25])=[O:24]. (3) Given the product [I:8][C:9]1[C:17]2[CH:16]=[N:15][CH:14]=[N:13][C:12]=2[N:11]([C:18]([O:20][C:21]([CH3:24])([CH3:23])[CH3:22])=[O:19])[CH:10]=1, predict the reactants needed to synthesize it. The reactants are: C(N(CC)CC)C.[I:8][C:9]1[C:17]2[CH:16]=[N:15][CH:14]=[N:13][C:12]=2[NH:11][CH:10]=1.[C:18](O[C:18]([O:20][C:21]([CH3:24])([CH3:23])[CH3:22])=[O:19])([O:20][C:21]([CH3:24])([CH3:23])[CH3:22])=[O:19]. (4) Given the product [CH2:1]([NH:5][C:6](=[O:45])[C@H:7]([CH3:44])[CH2:8][C@H:9]([OH:43])[C@@H:10]([NH:35][C:36]([O:38][C:39]([CH3:40])([CH3:42])[CH3:41])=[O:37])[CH2:11][C@@H:12]([CH:32]([CH3:33])[CH3:34])[CH2:13][C:14]1[CH:19]=[CH:18][C:17]([C:20]([CH3:23])([CH3:22])[CH3:21])=[C:16]([OH:24])[CH:15]=1)[CH2:2][CH2:3][CH3:4], predict the reactants needed to synthesize it. The reactants are: [CH2:1]([NH:5][C:6](=[O:45])[C:7](=[CH2:44])[CH2:8][C@H:9]([OH:43])[C@@H:10]([NH:35][C:36]([O:38][C:39]([CH3:42])([CH3:41])[CH3:40])=[O:37])[CH2:11][C@@H:12]([CH:32]([CH3:34])[CH3:33])[CH2:13][C:14]1[CH:19]=[CH:18][C:17]([C:20]([CH3:23])([CH3:22])[CH3:21])=[C:16]([O:24]CC2C=CC=CC=2)[CH:15]=1)[CH2:2][CH2:3][CH3:4].CCN(CC)CC. (5) Given the product [NH2:1][C:2]1[CH:11]=[C:10]2[C:5]([CH:6]=[CH:7][C:8]([S:12]([NH:15][C:16]3[CH:17]=[CH:18][C:19]([Cl:25])=[C:20]([CH:24]=3)[C:21]([O:23][CH3:27])=[O:22])(=[O:14])=[O:13])=[CH:9]2)=[CH:4][CH:3]=1, predict the reactants needed to synthesize it. The reactants are: [NH2:1][C:2]1[CH:11]=[C:10]2[C:5]([CH:6]=[CH:7][C:8]([S:12]([NH:15][C:16]3[CH:17]=[CH:18][C:19]([Cl:25])=[C:20]([CH:24]=3)[C:21]([OH:23])=[O:22])(=[O:14])=[O:13])=[CH:9]2)=[CH:4][CH:3]=1.Cl.[CH3:27]O.